From a dataset of Forward reaction prediction with 1.9M reactions from USPTO patents (1976-2016). Predict the product of the given reaction. (1) Given the reactants Br[C:2]1[CH:3]=[C:4]([N:13]2[CH2:18][CH2:17][O:16][CH2:15][CH2:14]2)[C:5]([O:8][CH2:9][CH:10]([F:12])[F:11])=[N:6][CH:7]=1.[CH3:19][C:20]1[N:25]=[CH:24][C:23]([NH2:26])=[CH:22][C:21]=1B1OC(C)(C)C(C)(C)O1, predict the reaction product. The product is: [F:11][CH:10]([F:12])[CH2:9][O:8][C:5]1[N:6]=[CH:7][C:2]([C:21]2[C:20]([CH3:19])=[N:25][CH:24]=[C:23]([NH2:26])[CH:22]=2)=[CH:3][C:4]=1[N:13]1[CH2:18][CH2:17][O:16][CH2:15][CH2:14]1. (2) Given the reactants [Cl:1][C:2]1[CH:7]=[CH:6][C:5]([N:8]2[C:16](=[O:17])[C:15]3[N:14]=[CH:13][N:12]([C:18]4[CH:19]=[C:20]([NH:24][S:25]([CH3:28])(=[O:27])=[O:26])[CH:21]=[CH:22][CH:23]=4)[C:11]=3[N:10]=[C:9]2[C:29]2[CH:34]=[CH:33][C:32](B3OC(C)(C)C(C)(C)O3)=[CH:31][CH:30]=2)=[CH:4][CH:3]=1.I[N:45]1[CH:50]=[CH:49][CH:48]=[CH:47][NH:46]1.C(=O)([O-])[O-].[Cs+].[Cs+], predict the reaction product. The product is: [Cl:1][C:2]1[CH:7]=[CH:6][C:5]([N:8]2[C:16](=[O:17])[C:15]3[N:14]=[CH:13][N:12]([C:18]4[CH:19]=[C:20]([NH:24][S:25]([CH3:28])(=[O:27])=[O:26])[CH:21]=[CH:22][CH:23]=4)[C:11]=3[N:10]=[C:9]2[C:29]2[CH:34]=[CH:33][C:32]([C:50]3[N:45]=[N:46][CH:47]=[CH:48][CH:49]=3)=[CH:31][CH:30]=2)=[CH:4][CH:3]=1. (3) Given the reactants [C:1]([O:5][C:6](=[O:24])[NH:7][C:8]1[C:9]([O:16][C:17]2[CH:22]=[CH:21][CH:20]=[CH:19][C:18]=2[CH3:23])=[N:10][C:11]([S:14][CH3:15])=[N:12][CH:13]=1)([CH3:4])([CH3:3])[CH3:2].[CH3:25]N(C)C=O.CI, predict the reaction product. The product is: [C:1]([O:5][C:6](=[O:24])[N:7]([CH3:25])[C:8]1[C:9]([O:16][C:17]2[CH:22]=[CH:21][CH:20]=[CH:19][C:18]=2[CH3:23])=[N:10][C:11]([S:14][CH3:15])=[N:12][CH:13]=1)([CH3:4])([CH3:3])[CH3:2]. (4) Given the reactants NC(N)=O.[F:5][C:6]1[CH:14]=[CH:13][CH:12]=[C:11]2[C:7]=1[CH2:8][CH:9]([N:15]=[C:16]=[O:17])[CH2:10]2.Cl.[F:19][CH2:20][CH2:21][NH2:22].C(N(C(C)C)CC)(C)C, predict the reaction product. The product is: [F:19][CH2:20][CH2:21][NH:22][C:16]([NH:15][CH:9]1[CH2:8][C:7]2[C:11](=[CH:12][CH:13]=[CH:14][C:6]=2[F:5])[CH2:10]1)=[O:17]. (5) Given the reactants [CH3:1][C:2]1([N:6]2[CH2:11][C:10]3([CH2:16][CH2:15][N:14](C(OC(C)(C)C)=O)[CH2:13][CH2:12]3)[O:9][CH2:8][C:7]2=[O:24])[CH2:5][CH2:4][CH2:3]1.Cl.O1CCOCC1.C(N(CC)CC)C.[Br:39][C:40]1[CH:45]=[CH:44][C:43]([S:46](Cl)(=[O:48])=[O:47])=[CH:42][CH:41]=1, predict the reaction product. The product is: [Br:39][C:40]1[CH:45]=[CH:44][C:43]([S:46]([N:14]2[CH2:13][CH2:12][C:10]3([O:9][CH2:8][C:7](=[O:24])[N:6]([C:2]4([CH3:1])[CH2:3][CH2:4][CH2:5]4)[CH2:11]3)[CH2:16][CH2:15]2)(=[O:48])=[O:47])=[CH:42][CH:41]=1. (6) Given the reactants Br[C:2]1[C:3]([C:16]2[CH:21]=[CH:20][CH:19]=[CH:18][CH:17]=2)=[N:4][C:5]2[C:10]([N:11]=1)=[CH:9][C:8]([C:12]([O:14][CH3:15])=[O:13])=[CH:7][CH:6]=2.[Cl:22][C:23]1[CH:24]=[C:25]([N:29]2[CH2:34][CH2:33][NH:32][CH2:31][CH2:30]2)[CH:26]=[CH:27][CH:28]=1.CCN(C(C)C)C(C)C, predict the reaction product. The product is: [Cl:22][C:23]1[CH:24]=[C:25]([N:29]2[CH2:34][CH2:33][N:32]([C:2]3[C:3]([C:16]4[CH:21]=[CH:20][CH:19]=[CH:18][CH:17]=4)=[N:4][C:5]4[C:10]([N:11]=3)=[CH:9][C:8]([C:12]([O:14][CH3:15])=[O:13])=[CH:7][CH:6]=4)[CH2:31][CH2:30]2)[CH:26]=[CH:27][CH:28]=1.